Dataset: Full USPTO retrosynthesis dataset with 1.9M reactions from patents (1976-2016). Task: Predict the reactants needed to synthesize the given product. (1) Given the product [CH2:4]([N:7]([S:30]([CH2:33][C:34]1[CH:35]=[CH:36][CH:37]=[CH:38][CH:39]=1)(=[O:32])=[O:31])[C:8]([CH:10]1[CH2:15][CH2:14][N:13]([C:16]2[C:17]([C:28]#[N:29])=[CH:18][C:19]([C:23]([O:25][CH2:26][CH3:27])=[O:24])=[C:20]([O:22][CH2:1][CH3:2])[N:21]=2)[CH2:12][CH2:11]1)=[O:9])[CH:5]=[CH2:6], predict the reactants needed to synthesize it. The reactants are: [CH2:1](I)[CH3:2].[CH2:4]([N:7]([S:30]([CH2:33][C:34]1[CH:39]=[CH:38][CH:37]=[CH:36][CH:35]=1)(=[O:32])=[O:31])[C:8]([CH:10]1[CH2:15][CH2:14][N:13]([C:16]2[NH:21][C:20](=[O:22])[C:19]([C:23]([O:25][CH2:26][CH3:27])=[O:24])=[CH:18][C:17]=2[C:28]#[N:29])[CH2:12][CH2:11]1)=[O:9])[CH:5]=[CH2:6]. (2) The reactants are: [C:1]1([S:7]([CH2:10][C:11]2[C:16]([C:17]([O:19][CH2:20]C)=[O:18])=[C:15](O)[C:14]([C:23]3C=CO[CH:24]=3)=[CH:13][CH:12]=2)(=[O:9])=[O:8])[CH:6]=[CH:5][CH:4]=[CH:3][CH:2]=1.C1(S(CC2C(C(OC)=O)=C(OS(C(F)(F)F)(=O)=O)C(CC)=CC=2)(=O)=O)C=CC=CC=1.[CH3:58][N:59]1[CH:63]=[CH:62][C:61](B2OC(C)(C)C(C)(C)O2)=[N:60]1. Given the product [C:1]1([S:7]([CH2:10][C:11]2[C:16]([C:17]([O:19][CH3:20])=[O:18])=[C:15]([C:61]3[CH:62]=[CH:63][N:59]([CH3:58])[N:60]=3)[C:14]([CH2:23][CH3:24])=[CH:13][CH:12]=2)(=[O:9])=[O:8])[CH:6]=[CH:5][CH:4]=[CH:3][CH:2]=1, predict the reactants needed to synthesize it. (3) Given the product [CH3:5][C:6]1[CH:15]=[C:14]([CH2:16][N:17]2[C:25]3[C:20](=[CH:21][C:22]([C:26]([Cl:3])=[O:28])=[CH:23][CH:24]=3)[CH:19]=[CH:18]2)[C:13]2[CH2:12][CH:11]=[CH:10][CH2:9][C:8]=2[N:7]=1, predict the reactants needed to synthesize it. The reactants are: S(Cl)([Cl:3])=O.[CH3:5][C:6]1[CH:15]=[C:14]([CH2:16][N:17]2[C:25]3[C:20](=[CH:21][C:22]([C:26]([OH:28])=O)=[CH:23][CH:24]=3)[CH:19]=[CH:18]2)[C:13]2[CH2:12][CH:11]=[CH:10][CH2:9][C:8]=2[N:7]=1. (4) The reactants are: C[C:2]1[CH:7]=[CH:6][C:5]2[NH:8][C:9]3[C:14]([C:15](=[O:16])[C:4]=2[CH:3]=1)=[CH:13][C:12]1[NH:17][C:18]2[CH:25]=[CH:24][C:23](C)=[CH:22][C:19]=2[C:20](=[O:21])[C:11]=1[CH:10]=3.CS(O)(=O)=O. Given the product [CH:23]1[CH:22]=[C:19]2[C:20]([C:11]3[C:12]([NH:17][C:18]2=[CH:25][CH:24]=1)=[CH:13][C:14]1[C:15]([C:4]2[C:5]([NH:8][C:9]=1[CH:10]=3)=[CH:6][CH:7]=[CH:2][CH:3]=2)=[O:16])=[O:21], predict the reactants needed to synthesize it. (5) Given the product [NH2:5][CH2:9][CH:10]([CH2:34][C:35]1[CH:36]=[N:37][CH:38]=[CH:39][CH:40]=1)[C:11]([N:13]([CH:31]1[CH2:32][CH2:33]1)[CH2:14][C:15]1[CH:20]=[C:19]([CH2:21][CH2:22][CH2:23][O:24][CH3:25])[CH:18]=[C:17]([O:26][CH2:27][CH2:28][O:29][CH3:30])[CH:16]=1)=[O:12], predict the reactants needed to synthesize it. The reactants are: CC([N:5]([CH2:9][CH:10]([CH2:34][C:35]1[CH:36]=[N:37][CH:38]=[CH:39][CH:40]=1)[C:11]([N:13]([CH:31]1[CH2:33][CH2:32]1)[CH2:14][C:15]1[CH:20]=[C:19]([CH2:21][CH2:22][CH2:23][O:24][CH3:25])[CH:18]=[C:17]([O:26][CH2:27][CH2:28][O:29][CH3:30])[CH:16]=1)=[O:12])C(=O)[O-])(C)C.Cl.